Dataset: TCR-epitope binding with 47,182 pairs between 192 epitopes and 23,139 TCRs. Task: Binary Classification. Given a T-cell receptor sequence (or CDR3 region) and an epitope sequence, predict whether binding occurs between them. The epitope is YIFFASFYY. The TCR CDR3 sequence is CASSDEGSGYNEQFF. Result: 1 (the TCR binds to the epitope).